From a dataset of Catalyst prediction with 721,799 reactions and 888 catalyst types from USPTO. Predict which catalyst facilitates the given reaction. Reactant: Cl[C:2]1[N:10]=[C:9]2[C:5]([N:6]=[C:7]([CH2:12][N:13]3[CH2:18][CH2:17][CH:16]([C:19]([OH:22])([CH3:21])[CH3:20])[CH2:15][CH2:14]3)[N:8]2[CH3:11])=[C:4]([N:23]2[CH2:28][CH2:27][O:26][CH2:25][CH2:24]2)[N:3]=1.[C:29]1([NH2:36])[C:30]([NH2:35])=[CH:31][CH:32]=[CH:33][CH:34]=1.CC(C)([O-])C.[Na+]. Product: [NH2:35][C:30]1[CH:31]=[CH:32][CH:33]=[CH:34][C:29]=1[NH:36][C:2]1[N:10]=[C:9]2[C:5]([N:6]=[C:7]([CH2:12][N:13]3[CH2:18][CH2:17][CH:16]([C:19]([OH:22])([CH3:21])[CH3:20])[CH2:15][CH2:14]3)[N:8]2[CH3:11])=[C:4]([N:23]2[CH2:28][CH2:27][O:26][CH2:25][CH2:24]2)[N:3]=1. The catalyst class is: 164.